Dataset: Reaction yield outcomes from USPTO patents with 853,638 reactions. Task: Predict the reaction yield, written as a fraction of the theoretical maximum amount of product (1.0 means a 100% yield; for example, 0.34 means a 34% yield). (1) The reactants are C([O-])([O-])=O.[K+].[K+].[O:7]=[C:8]1[C@@H:14]([N:15](C)[C:16](=O)C(F)(F)F)[CH2:13][CH2:12][S:11][C@H:10]2[CH2:23][CH2:24][CH2:25][C@@H:26]([C:27]([O:29][CH3:30])=[O:28])[N:9]12. The catalyst is O.CO. The product is [CH3:16][NH:15][C@H:14]1[CH2:13][CH2:12][S:11][C@H:10]2[CH2:23][CH2:24][CH2:25][C@@H:26]([C:27]([O:29][CH3:30])=[O:28])[N:9]2[C:8]1=[O:7]. The yield is 1.00. (2) The reactants are [CH3:1][O:2][C:3](=[O:17])[CH:4]([NH:7][C:8](=[O:16])[C:9]1[CH:14]=[CH:13][CH:12]=[C:11]([Cl:15])[CH:10]=1)[CH2:5]O.BrC(Cl)(Cl)Cl.C1CCN2C(=NCCC2)CC1. The catalyst is C(Cl)Cl. The product is [CH3:1][O:2][C:3]([C:4]1[N:7]=[C:8]([C:9]2[CH:14]=[CH:13][CH:12]=[C:11]([Cl:15])[CH:10]=2)[O:16][CH:5]=1)=[O:17]. The yield is 0.590. (3) The catalyst is C(Cl)Cl. The reactants are [CH2:1]([N:8]([CH2:16][CH2:17][N:18]1[C:27]2[C:22]([C:23](=[O:29])[NH:24][C:25](=[O:28])[N:26]=2)=[N:21][C:20]2[CH:30]=[C:31]([CH3:35])[C:32]([CH3:34])=[CH:33][C:19]1=2)C(=O)OC(C)(C)C)[C:2]1[CH:7]=[CH:6][CH:5]=[CH:4][CH:3]=1.[C:36]([OH:42])([C:38]([F:41])([F:40])[F:39])=[O:37]. The yield is 0.650. The product is [F:39][C:38]([F:41])([F:40])[C:36]([OH:42])=[O:37].[CH2:1]([NH:8][CH2:16][CH2:17][N:18]1[C:27]2[C:22]([C:23](=[O:29])[NH:24][C:25](=[O:28])[N:26]=2)=[N:21][C:20]2[CH:30]=[C:31]([CH3:35])[C:32]([CH3:34])=[CH:33][C:19]1=2)[C:2]1[CH:3]=[CH:4][CH:5]=[CH:6][CH:7]=1. (4) The reactants are [C:1]([C:3]1[CH:4]=[C:5]([S:10]([NH:13][C@@H:14]([C:16]2[N:20]([CH2:21][CH3:22])[C:19]3[CH:23]=[C:24]([C:27]([F:30])([F:29])[F:28])[CH:25]=[CH:26][C:18]=3[N:17]=2)[CH3:15])(=[O:12])=[O:11])[CH:6]=[CH:7][C:8]=1[F:9])#[N:2].C1COCC1.[H-].[H-].[H-].[H-].[Li+].[Al+3]. The catalyst is CCOC(C)=O. The product is [NH2:2][CH2:1][C:3]1[CH:4]=[C:5]([S:10]([NH:13][C@@H:14]([C:16]2[N:20]([CH2:21][CH3:22])[C:19]3[CH:23]=[C:24]([C:27]([F:29])([F:30])[F:28])[CH:25]=[CH:26][C:18]=3[N:17]=2)[CH3:15])(=[O:11])=[O:12])[CH:6]=[CH:7][C:8]=1[F:9]. The yield is 0.300. (5) The reactants are N(C(OCC)=O)=NC(OCC)=O.[CH2:13]([Sn:17]([CH2:28][CH2:29][CH2:30][CH3:31])([CH2:24][CH2:25][CH2:26][CH3:27])[C:18]1[CH2:22][CH2:21][CH:20](O)[CH:19]=1)[CH2:14][CH2:15][CH3:16].[C:32]1(=[O:42])[NH:36][C:35](=[O:37])[C:34]2=[CH:38][CH:39]=[CH:40][CH:41]=[C:33]12.C1(P(C2C=CC=CC=2)C2C=CC=CC=2)C=CC=CC=1. The catalyst is O1CCCC1. The product is [CH2:13]([Sn:17]([CH2:28][CH2:29][CH2:30][CH3:31])([CH2:24][CH2:25][CH2:26][CH3:27])[C:18]1[CH2:22][CH2:21][CH:20]([N:36]2[C:35](=[O:37])[C:34]3=[CH:38][CH:39]=[CH:40][CH:41]=[C:33]3[C:32]2=[O:42])[CH:19]=1)[CH2:14][CH2:15][CH3:16]. The yield is 0.530.